This data is from Full USPTO retrosynthesis dataset with 1.9M reactions from patents (1976-2016). The task is: Predict the reactants needed to synthesize the given product. (1) Given the product [CH3:22][O:23][C:24]1[CH:31]=[CH:30][C:27]([CH:28]2[C:16]([C:17]([O:19][CH3:20])=[O:18])=[C:15]([CH3:21])[NH:14][C:2]([CH2:11][CH2:12][CH3:13])=[C:3]2[C:4]([OH:6])=[O:5])=[CH:26][CH:25]=1, predict the reactants needed to synthesize it. The reactants are: O=[C:2]([CH2:11][CH2:12][CH3:13])[CH2:3][C:4]([O:6]CCC#N)=[O:5].[NH2:14]/[C:15](/[CH3:21])=[CH:16]\[C:17]([O:19][CH3:20])=[O:18].[CH3:22][O:23][C:24]1[CH:31]=[CH:30][C:27]([CH:28]=O)=[CH:26][CH:25]=1. (2) Given the product [Cl:5][CH2:4][CH2:3][CH2:2][O:19][C:16]1[CH:17]=[CH:18][C:13]([I:12])=[CH:14][CH:15]=1, predict the reactants needed to synthesize it. The reactants are: Br[CH2:2][CH2:3][CH2:4][Cl:5].C(=O)([O-])[O-].[K+].[K+].[I:12][C:13]1[CH:18]=[CH:17][C:16]([OH:19])=[CH:15][CH:14]=1. (3) Given the product [CH3:27][C:28]1[CH:29]=[C:30]([CH:34]=[CH:35][CH:36]=1)[C:31]([NH:1][CH2:2][C@H:3]1[N:10]([C:11]([C:13]2[N:14]=[C:15]([CH3:25])[S:16][C:17]=2[C:18]2[CH:19]=[C:20]([CH3:24])[CH:21]=[CH:22][CH:23]=2)=[O:12])[CH2:9][C@H:8]2[C@@H:4]1[CH2:5][CH:6]([CH3:26])[CH2:7]2)=[O:32], predict the reactants needed to synthesize it. The reactants are: [NH2:1][CH2:2][C@H:3]1[N:10]([C:11]([C:13]2[N:14]=[C:15]([CH3:25])[S:16][C:17]=2[C:18]2[CH:19]=[C:20]([CH3:24])[CH:21]=[CH:22][CH:23]=2)=[O:12])[CH2:9][C@H:8]2[C@@H:4]1[CH2:5][CH:6]([CH3:26])[CH2:7]2.[CH3:27][C:28]1[CH:29]=[C:30]([CH:34]=[CH:35][CH:36]=1)[C:31](O)=[O:32]. (4) Given the product [CH3:1][O:2][C:3]1[CH:10]=[C:9]([N:11]2[CH2:15][CH2:14][O:13][C:12]2=[O:16])[CH:8]=[C:5]([CH3:6])[C:4]=1[O:17][CH2:18][O:19][CH3:20], predict the reactants needed to synthesize it. The reactants are: [CH3:1][O:2][C:3]1[C:4]([O:17][CH2:18][O:19][CH3:20])=[C:5]([CH:8]=[C:9]([N:11]2[CH2:15][CH2:14][O:13][C:12]2=[O:16])[CH:10]=1)[CH:6]=O. (5) Given the product [CH:7]([C:5]1[S:6][C:2]([C:17]2[CH:16]=[CH:15][C:14]([NH:13][S:10]([CH3:9])(=[O:11])=[O:12])=[CH:19][CH:18]=2)=[CH:3][CH:4]=1)=[O:8], predict the reactants needed to synthesize it. The reactants are: Br[C:2]1[S:6][C:5]([CH:7]=[O:8])=[CH:4][CH:3]=1.[CH3:9][S:10]([NH:13][C:14]1[CH:19]=[CH:18][C:17](B(O)O)=[CH:16][CH:15]=1)(=[O:12])=[O:11]. (6) The reactants are: [C:1]([O:4][CH2:5]Br)(=[O:3])[CH3:2].[C:7]1([C:31]2[CH:36]=[CH:35][CH:34]=[CH:33][CH:32]=2)[CH:12]=[CH:11][C:10]([CH2:13][C@@H:14]([NH:23]C(OC(C)(C)C)=O)[CH2:15][C@:16]([CH2:21][OH:22])([CH3:20])[C:17]([OH:19])=[O:18])=[CH:9][CH:8]=1.CCN(CC)CC. Given the product [C:1]([O:4][CH2:5][O:19][C:17](=[O:18])[C@@:16]([CH2:21][OH:22])([CH3:20])[CH2:15][C@H:14]([NH2:23])[CH2:13][C:10]1[CH:11]=[CH:12][C:7]([C:31]2[CH:36]=[CH:35][CH:34]=[CH:33][CH:32]=2)=[CH:8][CH:9]=1)(=[O:3])[CH3:2], predict the reactants needed to synthesize it.